From a dataset of Forward reaction prediction with 1.9M reactions from USPTO patents (1976-2016). Predict the product of the given reaction. Given the reactants C1(C)C=CC=CC=1.CC1(C)OB([C:14]2[CH:20]=[C:19]([C:21]([F:24])([F:23])[F:22])[CH:18]=[CH:17][C:15]=2[NH2:16])OC1(C)C.Br[C:29]1[CH:30]=[CH:31][C:32]([C:35]([F:38])([F:37])[F:36])=[N:33][CH:34]=1.C(=O)([O-])[O-].[K+].[K+], predict the reaction product. The product is: [F:24][C:21]([F:22])([F:23])[C:19]1[CH:18]=[CH:17][C:15]([NH2:16])=[C:14]([C:29]2[CH:34]=[N:33][C:32]([C:35]([F:38])([F:37])[F:36])=[CH:31][CH:30]=2)[CH:20]=1.